From a dataset of CYP2C19 inhibition data for predicting drug metabolism from PubChem BioAssay. Regression/Classification. Given a drug SMILES string, predict its absorption, distribution, metabolism, or excretion properties. Task type varies by dataset: regression for continuous measurements (e.g., permeability, clearance, half-life) or binary classification for categorical outcomes (e.g., BBB penetration, CYP inhibition). Dataset: cyp2c19_veith. (1) The molecule is Nc1nonc1-c1nc2ccccc2n1Cc1ccc(F)cc1Cl. The result is 1 (inhibitor). (2) The compound is Cn1c(=O)c2c(ncn2CN2CCN(Cn3cnc4c3c(=O)n(C)c(=O)n4C)CC2)n(C)c1=O. The result is 0 (non-inhibitor). (3) The molecule is CCN(CC(=O)O)C(=O)c1cccnc1. The result is 0 (non-inhibitor). (4) The molecule is FC(F)(F)c1ccccc1-c1nc(N2CCOCC2)c2ccccc2n1. The result is 1 (inhibitor).